From a dataset of Forward reaction prediction with 1.9M reactions from USPTO patents (1976-2016). Predict the product of the given reaction. (1) Given the reactants [NH2:1][CH2:2][CH2:3][O:4][CH2:5][CH2:6][OH:7].S=[C:9]1[CH2:13][S:12][C:11](=[O:14])[NH:10]1.[F:15][C:16]([F:37])([F:36])[C:17]1[CH:31]=[C:30]([C:32]([F:35])([F:34])[F:33])[CH:29]=[CH:28][C:18]=1[CH2:19][N:20]1[CH2:25][CH2:24][CH:23]([CH:26]=O)[CH2:22][CH2:21]1.CC(C)([O-])C.[K+].[Cl-].[NH4+], predict the reaction product. The product is: [F:37][C:16]([F:15])([F:36])[C:17]1[CH:31]=[C:30]([C:32]([F:35])([F:34])[F:33])[CH:29]=[CH:28][C:18]=1[CH2:19][N:20]1[CH2:25][CH2:24][CH:23](/[CH:26]=[C:13]2/[C:9]([NH:1][CH2:2][CH2:3][O:4][CH2:5][CH2:6][OH:7])=[N:10][C:11](=[O:14])[S:12]/2)[CH2:22][CH2:21]1. (2) Given the reactants [F:1][C:2]1[N:10]=[C:9]2[C:5]([N:6]=[CH:7][N:8]2C2CCCCO2)=[C:4]([NH:17][CH:18]([C:20]2[N:21]([C:32]3[CH:37]=[CH:36][CH:35]=[CH:34][CH:33]=3)[C:22](=[O:31])[C:23]3[C:28]([CH:29]=2)=[CH:27][CH:26]=[CH:25][C:24]=3[CH3:30])[CH3:19])[N:3]=1.C([O-])(O)=O.[Na+].[F:43][C:44]1[N:52]=[C:51]2[C:47]([N:48]=[CH:49][NH:50]2)=[C:46]([NH:53][CH:54]([C:56]2[N:57]([C:68]3[CH:73]=[CH:72][CH:71]=[CH:70][CH:69]=3)[C:58](=[O:67])[C:59]3[C:64]([CH:65]=2)=[CH:63][CH:62]=[CH:61][C:60]=3[CH3:66])[CH3:55])[N:45]=1, predict the reaction product. The product is: [F:1][C:2]1[N:10]=[C:9]2[C:5]([N:6]=[CH:7][NH:8]2)=[C:4]([NH:17][C@H:18]([C:20]2[N:21]([C:32]3[CH:37]=[CH:36][CH:35]=[CH:34][CH:33]=3)[C:22](=[O:31])[C:23]3[C:28]([CH:29]=2)=[CH:27][CH:26]=[CH:25][C:24]=3[CH3:30])[CH3:19])[N:3]=1.[F:43][C:44]1[N:52]=[C:51]2[C:47]([N:48]=[CH:49][NH:50]2)=[C:46]([NH:53][CH:54]([C:56]2[N:57]([C:68]3[CH:73]=[CH:72][CH:71]=[CH:70][CH:69]=3)[C:58](=[O:67])[C:59]3[C:64]([CH:65]=2)=[CH:63][CH:62]=[CH:61][C:60]=3[CH3:66])[CH3:55])[N:45]=1.